This data is from Experimentally validated miRNA-target interactions with 360,000+ pairs, plus equal number of negative samples. The task is: Binary Classification. Given a miRNA mature sequence and a target amino acid sequence, predict their likelihood of interaction. (1) The miRNA is mmu-miR-3473c with sequence UCUCUCCAGCCCCCAUAAUAAG. The protein sequence of the target gene is MSVLGPVLLQVFWAGCVVTLRSPLPAAFTANGTHLQHLARDPTTGTLYVGATNFLFQLSPGLQLEAVVSTGPVNDSRDCLPPVIPDECPQAQPTNNPNQLLLVSPEALVVCGSVHQGICELRSLGQIRQLLLRPERPGDTQYVAANDPAVSTVGLVAQGLVGEPLLFVGRGYTSRGVGGGIPPITTRALRPPDPQAAFSYEETAKLAVGRLSEYSHHFVSAFVRGASAYFLFLRRDLKAPSRAFRAYVSRVCLQDQHYYSYVELPLACQGGRYGLIQAAAVATSKEVARGDVLFAAFSSV.... Result: 1 (interaction). (2) The miRNA is mmu-miR-1912-3p with sequence CACAGAACAUGCAGUGAGAACU. The protein sequence of the target gene is MADFSVFLGFLKQIPRCLSIFFTYLLFLQLWEVNSDKVWVLGPEESILARVGEAVEFPCRLSSYQDAEHMEIRWFRAQVSNVVYLYQEPQGRSSLQMAQFRNRTLFEAYDIAEGSVNLHILKVLPSDEGRYGCRFLSDNFSGEATWELEVAGSGSDPHISLQGFSGEGIQLQCSSSGWYPKPKVQWRGHQGQCLSPESEAITQNAQGLFSLETSVIVRGGAHSNVSCIIQNPLLPQKKEFVIQIADVFLPRMSPWKKAFVGTLVVLPLSLIVLTMLALRYFYKLRSFQEKQVKQGEEVRE.... Result: 1 (interaction). (3) The miRNA is mmu-miR-5136 with sequence AUAUGCGAGGGAACUACUGG. The protein sequence of the target gene is MAVKKIAIFGATGQTGLTTLAQAVQAGYEVTVLVRDSSRLPSEGPRPAHVVVGDVLQAADVDKTVAGQDAVIVLLGTRNDLSPTTVMSEGARNIVAAMKAHGVDKVVACTSAFLLWDPTKVPPRLQAVTDDHIRMHKVLRESGLKYVAVMPPHIGDQPLTGAYTVTLDGRGPSRVISKHDLGHFMLRCLTTDEYDGHSTYPSHQYQ. Result: 0 (no interaction). (4) The miRNA is mmu-let-7b-5p with sequence UGAGGUAGUAGGUUGUGUGGUU. The protein sequence of the target gene is MLSASRRALQLLSSANPVRRMGDSASKVISAEEALPGRTEPIPVTAKHHVSGNRTVEPFPEGTQMAVFGMGCFWGAERKFWVLKGVYSTQVGFAGGHTRNPTYKEVCSEKTGHAEVVRVVYRPEHISFEELLKVFWENHDPTQGMRQGNDFGTQYRSAVYPTSAVQMEAALRSKEEYQKVLSKHNFGPITTDIREGQVFYYAEDYHQQYLSKNPDGYCGLGGTGVSCPMAIKK. Result: 1 (interaction). (5) The miRNA is hsa-miR-3622b-3p with sequence UCACCUGAGCUCCCGUGCCUG. The protein sequence of the target gene is MPWPFSESIKKRACRYLLQRYLGHFLQEKLSLEQLSLDLYQGTGSLAQVPLDKWCLNEILESADAPLEVTEGFIQSISLSVPWGSLLQDNCALEVRGLEMVFRPRPRPATGSEPMYWSSFMTSSMQLAKECLSQKLTDEQGEGSQPFEGLEKFAETIETVLRRVKVTFIDTVLRIEHVPENSKTGTALEIRIERTVYCDETADESSGINVHQPTAFAHKLLQLSGVSLFWDEFSASAKSSPVCSTAPVETEPKLSPSWNPKIIYEPHPQLTRNLPEIAPSDPVQIGRLIGRLELSLTLKQ.... Result: 0 (no interaction). (6) The miRNA is hsa-miR-6884-5p with sequence AGAGGCUGAGAAGGUGAUGUUG. The protein sequence of the target gene is MGQCRSANAEDAQEFSDVERAIETLIKNFHQYSVEGGKETLTPSELRDLVTQQLPHLMPSNCGLEEKIANLGSCNDSKLEFRSFWELIGEAAKSVKLERPVRGH. Result: 0 (no interaction). (7) The miRNA is hsa-miR-4466 with sequence GGGUGCGGGCCGGCGGGG. The protein sequence of the target gene is MRLALLWALGLLGAGSPLPSWPLPNIGGTEEQQAESEKAPREPLEPQVLQDDLPISLKKVLQTSLPEPLRIKLELDGDSHILELLQNRELVPGRPTLVWYQPDGTRVVSEGHTLENCCYQGRVRGYAGSWVSICTCSGLRGLVVLTPERSYTLEQGPGDLQGPPIISRIQDLHLPGHTCALSWRESVHTQKPPEHPLGQRHIRRRRDVVTETKTVELVIVADHSEAQKYRDFQHLLNRTLEVALLLDTFFRPLNVRVALVGLEAWTQRDLVEISPNPAVTLENFLHWRRAHLLPRLPHDS.... Result: 0 (no interaction).